This data is from Forward reaction prediction with 1.9M reactions from USPTO patents (1976-2016). The task is: Predict the product of the given reaction. (1) Given the reactants [Cl:1][C:2]1[C:7]([NH:8]C(=O)OC(C)(C)C)=[C:6]([CH:16]=O)[CH:5]=[CH:4][N:3]=1.[C:18]1([CH2:24][C:25]([C:27]2[CH:32]=[CH:31][C:30]([C:33]3([NH:37][C:38](=[O:44])[O:39][C:40]([CH3:43])([CH3:42])[CH3:41])[CH2:36][CH2:35][CH2:34]3)=[CH:29][CH:28]=2)=O)[CH:23]=[CH:22][CH:21]=[CH:20][CH:19]=1.C(=O)([O-])[O-].[K+].[K+], predict the reaction product. The product is: [Cl:1][C:2]1[N:3]=[CH:4][CH:5]=[C:6]2[C:7]=1[N:8]=[C:25]([C:27]1[CH:32]=[CH:31][C:30]([C:33]3([NH:37][C:38](=[O:44])[O:39][C:40]([CH3:42])([CH3:43])[CH3:41])[CH2:34][CH2:35][CH2:36]3)=[CH:29][CH:28]=1)[C:24]([C:18]1[CH:19]=[CH:20][CH:21]=[CH:22][CH:23]=1)=[CH:16]2. (2) Given the reactants [CH3:1][O:2][C:3]1[C:4]([CH3:34])=[C:5]([C:25]([O:32][CH3:33])=[C:26]([O:30][CH3:31])[C:27]=1[O:28][CH3:29])[CH2:6][C:7]1[C:8](OS(C(F)(F)F)(=O)=O)=[C:9]([CH:14]=[CH:15][CH:16]=1)[C:10]([O:12][CH3:13])=[O:11].C(=O)([O-])[O-].[Na+].[Na+].[Cl-].[Li+].B1([C:52]2[CH:57]=[CH:56][N:55]=[CH:54][CH:53]=2)OC(C)(C)C(C)(C)O1, predict the reaction product. The product is: [CH3:1][O:2][C:3]1[C:4]([CH3:34])=[C:5]([C:25]([O:32][CH3:33])=[C:26]([O:30][CH3:31])[C:27]=1[O:28][CH3:29])[CH2:6][C:7]1[C:8]([C:52]2[CH:57]=[CH:56][N:55]=[CH:54][CH:53]=2)=[C:9]([CH:14]=[CH:15][CH:16]=1)[C:10]([O:12][CH3:13])=[O:11]. (3) Given the reactants [Br:1][C:2]1[C:3]([CH2:8]Br)=[N:4][CH:5]=[CH:6][CH:7]=1.[C-:10]#[N:11].[Na+], predict the reaction product. The product is: [Br:1][C:2]1[C:3]([CH2:8][C:10]#[N:11])=[N:4][CH:5]=[CH:6][CH:7]=1. (4) Given the reactants OO.C(OC(C(F)(F)F)=O)(C(F)(F)F)=[O:4].[CH3:16][N:17]([CH3:35])[CH2:18][CH2:19][NH:20][C:21]1[N:22]=[N+:23]([O-:34])[C:24]2[CH:30]=[C:29]3[O:31][CH2:32][O:33][C:28]3=[CH:27][C:25]=2[N:26]=1.C(O)(C(F)(F)F)=O, predict the reaction product. The product is: [O-:34][N+:23]1[C:24]2[CH:30]=[C:29]3[O:31][CH2:32][O:33][C:28]3=[CH:27][C:25]=2[N+:26]([O-:4])=[C:21]([NH:20][CH2:19][CH2:18][N:17]([CH3:35])[CH3:16])[N:22]=1. (5) Given the reactants [NH2:1][CH:2]1[CH2:7][CH2:6][N:5]([C:8]([O:10][C:11]([CH3:14])([CH3:13])[CH3:12])=[O:9])[CH:4]([C:15]2[CH:20]=[CH:19][CH:18]=[CH:17][CH:16]=2)[CH2:3]1.C([O-])(O)=O.[Na+].[CH:26]1[CH:31]=[CH:30][C:29]([CH2:32][O:33][C:34](Cl)=[O:35])=[CH:28][CH:27]=1, predict the reaction product. The product is: [CH2:32]([O:33][C:34]([NH:1][CH:2]1[CH2:7][CH2:6][N:5]([C:8]([O:10][C:11]([CH3:14])([CH3:13])[CH3:12])=[O:9])[CH:4]([C:15]2[CH:16]=[CH:17][CH:18]=[CH:19][CH:20]=2)[CH2:3]1)=[O:35])[C:29]1[CH:30]=[CH:31][CH:26]=[CH:27][CH:28]=1. (6) Given the reactants C(OC([NH:8][C:9]([CH3:36])([CH2:29][C:30]1[CH:35]=[CH:34][CH:33]=[CH:32][CH:31]=1)[CH2:10][O:11][CH2:12][C:13]1[CH:14]=[C:15]([CH:19]=[C:20]([C:22]2([C:27]#[N:28])[CH2:26][CH2:25][CH2:24][CH2:23]2)[CH:21]=1)[C:16]([OH:18])=O)=O)(C)(C)C.[Cl:37][C:38]1[CH:39]=[C:40]([CH:44]([NH2:46])[CH3:45])[CH:41]=[CH:42][CH:43]=1, predict the reaction product. The product is: [NH2:8][C:9]([CH3:36])([CH2:29][C:30]1[CH:35]=[CH:34][CH:33]=[CH:32][CH:31]=1)[CH2:10][O:11][CH2:12][C:13]1[CH:14]=[C:15]([CH:19]=[C:20]([C:22]2([C:27]#[N:28])[CH2:23][CH2:24][CH2:25][CH2:26]2)[CH:21]=1)[C:16]([NH:46][CH:44]([C:40]1[CH:41]=[CH:42][CH:43]=[C:38]([Cl:37])[CH:39]=1)[CH3:45])=[O:18]. (7) Given the reactants C(Cl)(=O)C(Cl)=O.CS(C)=O.[OH:11][CH2:12][CH2:13][N:14]([C:22]1[CH:27]=[CH:26][CH:25]=[CH:24][CH:23]=1)[C:15](=[O:21])[O:16][C:17]([CH3:20])([CH3:19])[CH3:18].C(N(CC)CC)C, predict the reaction product. The product is: [O:11]=[CH:12][CH2:13][N:14]([C:22]1[CH:23]=[CH:24][CH:25]=[CH:26][CH:27]=1)[C:15](=[O:21])[O:16][C:17]([CH3:20])([CH3:19])[CH3:18].